From a dataset of Experimental lipophilicity measurements (octanol/water distribution) for 4,200 compounds from AstraZeneca. Regression/Classification. Given a drug SMILES string, predict its absorption, distribution, metabolism, or excretion properties. Task type varies by dataset: regression for continuous measurements (e.g., permeability, clearance, half-life) or binary classification for categorical outcomes (e.g., BBB penetration, CYP inhibition). For this dataset (lipophilicity_astrazeneca), we predict Y. The drug is COc1ccc2c(c1)C(c1ccccc1)=NC(NC(=O)c1ccccc1OC)C(=O)N2. The Y is 3.80 logD.